From a dataset of CYP2C9 inhibition data for predicting drug metabolism from PubChem BioAssay. Regression/Classification. Given a drug SMILES string, predict its absorption, distribution, metabolism, or excretion properties. Task type varies by dataset: regression for continuous measurements (e.g., permeability, clearance, half-life) or binary classification for categorical outcomes (e.g., BBB penetration, CYP inhibition). Dataset: cyp2c9_veith. The drug is NCCc1ccc(S(=O)(=O)F)cc1. The result is 0 (non-inhibitor).